This data is from Merck oncology drug combination screen with 23,052 pairs across 39 cell lines. The task is: Regression. Given two drug SMILES strings and cell line genomic features, predict the synergy score measuring deviation from expected non-interaction effect. (1) Drug 1: NC1(c2ccc(-c3nc4ccn5c(=O)[nH]nc5c4cc3-c3ccccc3)cc2)CCC1. Drug 2: Cn1cc(-c2cnn3c(N)c(Br)c(C4CCCNC4)nc23)cn1. Cell line: MSTO. Synergy scores: synergy=34.5. (2) Drug 1: CCC1(O)CC2CN(CCc3c([nH]c4ccccc34)C(C(=O)OC)(c3cc4c(cc3OC)N(C)C3C(O)(C(=O)OC)C(OC(C)=O)C5(CC)C=CCN6CCC43C65)C2)C1. Drug 2: CS(=O)(=O)CCNCc1ccc(-c2ccc3ncnc(Nc4ccc(OCc5cccc(F)c5)c(Cl)c4)c3c2)o1. Cell line: KPL1. Synergy scores: synergy=3.99.